Dataset: Forward reaction prediction with 1.9M reactions from USPTO patents (1976-2016). Task: Predict the product of the given reaction. (1) The product is: [C:3]1([OH:4])[CH:2]=[CH:11][CH:9]=[CH:7][CH:5]=1.[S:20](=[O:22])(=[O:21])([OH:24])[OH:23]. Given the reactants O=[CH:2][C@@H:3]([C@H:5]([C@@H:7]([C@@H:9]([CH2:11]O)O)O)O)[OH:4].C1(O)C=CC=CC=1.[S:20](=[O:24])(=[O:23])([OH:22])[OH:21], predict the reaction product. (2) Given the reactants [CH3:1][C:2]1([CH3:12])[N:10]2[CH:5]([CH2:6][CH:7]=[CH:8][C:9]2=[O:11])[CH2:4][CH2:3]1.[N:13]([Si](C)(C)C)=[N+:14]=[N-:15].CC(O)=O.C1CCN2C(=NCCC2)CC1, predict the reaction product. The product is: [N:13]([C:7]1[CH:6]=[C:5]2[N:10]([C:2]([CH3:12])([CH3:1])[CH2:3][CH2:4]2)[C:9](=[O:11])[CH:8]=1)=[N+:14]=[N-:15].